From a dataset of Forward reaction prediction with 1.9M reactions from USPTO patents (1976-2016). Predict the product of the given reaction. (1) Given the reactants [OH:1][C@@H:2]([C@@H:9]([CH3:16])[C:10]([O:12]C(C)C)=[O:11])[C:3]([O:5]C(C)C)=[O:4].[OH-].[K+], predict the reaction product. The product is: [OH:1][C@@H:2]([C@@H:9]([CH3:16])[C:10]([OH:12])=[O:11])[C:3]([OH:5])=[O:4]. (2) Given the reactants [OH:1][C:2]1[CH:11]=[C:10]([OH:12])[CH:9]=[C:8]2[C:3]=1[C:4]([CH2:14][CH2:15][CH3:16])=[CH:5][C:6](=[O:13])[O:7]2.[N+](C1C=CC=CC=1)([O-])=O.[C:26](O[C:26](=[O:29])[CH2:27][CH3:28])(=[O:29])[CH2:27][CH3:28].Cl, predict the reaction product. The product is: [OH:1][C:2]1[CH:11]=[C:10]([OH:12])[C:9]([C:26](=[O:29])[CH2:27][CH3:28])=[C:8]2[C:3]=1[C:4]([CH2:14][CH2:15][CH3:16])=[CH:5][C:6](=[O:13])[O:7]2. (3) Given the reactants [Br:1][C:2]1[CH:3]=[CH:4][CH:5]=[C:6]2[C:11]=1[N:10]=[C:9]([Cl:12])[N:8]=[C:7]2N.N(OCCC(C)C)=O, predict the reaction product. The product is: [Br:1][C:2]1[CH:3]=[CH:4][CH:5]=[C:6]2[C:11]=1[N:10]=[C:9]([Cl:12])[N:8]=[CH:7]2. (4) Given the reactants C[O:2][C:3]1[N:8]=[CH:7][C:6]([CH2:9][C:10]2[CH:15]=[CH:14][C:13]([NH:16][C:17]([NH:19][C:20]3[CH:25]=[CH:24][C:23]([CH3:26])=[CH:22][CH:21]=3)=[O:18])=[CH:12][CH:11]=2)=[CH:5][CH:4]=1.C(Cl)Cl.O.C([O-])(O)=O.[Na+], predict the reaction product. The product is: [O:2]=[C:3]1[NH:8][CH:7]=[C:6]([CH2:9][C:10]2[CH:11]=[CH:12][C:13]([NH:16][C:17]([NH:19][C:20]3[CH:25]=[CH:24][C:23]([CH3:26])=[CH:22][CH:21]=3)=[O:18])=[CH:14][CH:15]=2)[CH:5]=[CH:4]1. (5) The product is: [Br:10][C:11]1[CH:12]=[C:13]([C:19]2[S:21][C:6]3[CH2:7][CH2:2][C:3](=[O:9])[NH:4][C:5]=3[N:20]=2)[C:14]([O:17][CH3:18])=[N:15][CH:16]=1. Given the reactants Br[CH:2]1[CH2:7][CH2:6][C:5](=O)[NH:4][C:3]1=[O:9].[Br:10][C:11]1[CH:12]=[C:13]([C:19](=[S:21])[NH2:20])[C:14]([O:17][CH3:18])=[N:15][CH:16]=1, predict the reaction product. (6) Given the reactants [CH2:1]([O:8][C:9]1[CH:16]=[C:15]([F:17])[CH:14]=[CH:13][C:10]=1[CH2:11][OH:12])[C:2]1[CH:7]=[CH:6][CH:5]=[CH:4][CH:3]=1, predict the reaction product. The product is: [CH2:1]([O:8][C:9]1[CH:16]=[C:15]([F:17])[CH:14]=[CH:13][C:10]=1[CH:11]=[O:12])[C:2]1[CH:3]=[CH:4][CH:5]=[CH:6][CH:7]=1. (7) Given the reactants C(=O)([O-])[O-].[K+].[K+].[OH:7][C:8]1[CH:9]=[C:10]([CH:20]=[C:21]([O:23][CH:24]([CH3:26])[CH3:25])[CH:22]=1)[C:11]([NH:13][C:14]1[S:18][N:17]=[C:16]([CH3:19])[N:15]=1)=[O:12].[CH2:27]([O:29][C:30](=[O:38])[C:31]1[CH:36]=[CH:35][C:34](F)=[CH:33][CH:32]=1)[CH3:28].CCOCC, predict the reaction product. The product is: [CH3:26][CH:24]([O:23][C:21]1[CH:22]=[C:8]([O:7][C:34]2[CH:35]=[CH:36][C:31]([C:30]([O:29][CH2:27][CH3:28])=[O:38])=[CH:32][CH:33]=2)[CH:9]=[C:10]([C:11]([NH:13][C:14]2[S:18][N:17]=[C:16]([CH3:19])[N:15]=2)=[O:12])[CH:20]=1)[CH3:25]. (8) Given the reactants [N:1]1[CH:6]=[CH:5][CH:4]=[CH:3][C:2]=1[CH2:7][O:8][C:9]1[N:14]=[C:13]2[CH2:15][CH2:16][CH2:17][C:12]2=[C:11](B2OC(C)(C)C(C)(C)O2)[CH:10]=1.Cl[C:28]1[N:33]=[C:32]([CH2:34][OH:35])[CH:31]=[N:30][CH:29]=1.COC1C=CC=C(OC)C=1C1C=CC=CC=1P(C1CCCCC1)C1CCCCC1, predict the reaction product. The product is: [N:1]1[CH:6]=[CH:5][CH:4]=[CH:3][C:2]=1[CH2:7][O:8][C:9]1[N:14]=[C:13]2[CH2:15][CH2:16][CH2:17][C:12]2=[C:11]([C:28]2[N:33]=[C:32]([CH2:34][OH:35])[CH:31]=[N:30][CH:29]=2)[CH:10]=1.